Task: Predict the product of the given reaction.. Dataset: Forward reaction prediction with 1.9M reactions from USPTO patents (1976-2016) (1) Given the reactants C(OC(=O)[C:5]1[CH:10]=[CH:9]C=[CH:7][C:6]=1[N:11]1[C:15]([CH3:16])=[CH:14][CH:13]=[C:12]1[C:17]1[CH:22]=[C:21]([S:23]([CH3:26])(=[O:25])=[O:24])[CH:20]=[CH:19][C:18]=1[O:27][CH2:28][C:29]1[CH:34]=[CH:33][CH:32]=[CH:31][CH:30]=1)C.[CH2:36]([OH:38])[CH3:37].C(OCC)(=[O:41])C, predict the reaction product. The product is: [CH3:26][S:23]([C:21]1[CH:20]=[CH:19][C:18]([O:27][CH2:28][C:29]2[CH:30]=[CH:31][CH:32]=[CH:33][CH:34]=2)=[C:17]([C:12]2[N:11]([C:6]3[CH:7]=[C:37]([CH:9]=[CH:10][CH:5]=3)[C:36]([OH:41])=[O:38])[C:15]([CH3:16])=[CH:14][CH:13]=2)[CH:22]=1)(=[O:25])=[O:24]. (2) Given the reactants CC(C(O)=O)C1C=CC(CC2C(=O)CCC2)=CC=1.[OH-].[K+].[C:21]([OH:40])(=[O:39])[CH2:22][CH2:23][CH2:24][CH2:25][CH2:26][CH2:27][CH2:28][CH2:29][CH2:30][CH2:31][CH2:32][CH2:33][CH2:34][CH2:35][CH2:36][CH2:37][CH3:38].[OH-].[Ca+2:42].[OH-], predict the reaction product. The product is: [C:21]([O-:40])(=[O:39])[CH2:22][CH2:23][CH2:24][CH2:25][CH2:26][CH2:27][CH2:28][CH2:29][CH2:30][CH2:31][CH2:32][CH2:33][CH2:34][CH2:35][CH2:36][CH2:37][CH3:38].[Ca+2:42].[C:21]([O-:40])(=[O:39])[CH2:22][CH2:23][CH2:24][CH2:25][CH2:26][CH2:27][CH2:28][CH2:29][CH2:30][CH2:31][CH2:32][CH2:33][CH2:34][CH2:35][CH2:36][CH2:37][CH3:38]. (3) Given the reactants C([O:3][C:4]([C:6]1[N:10]([CH2:11][C:12]2[CH:29]=[CH:28][C:15]3[CH2:16][CH2:17][N:18]([C:21]([O:23][C:24]([CH3:27])([CH3:26])[CH3:25])=[O:22])[CH2:19][CH2:20][C:14]=3[CH:13]=2)[CH:9]=[N:8][CH:7]=1)=[O:5])C.[OH-].[Na+].C(O)(=O)C, predict the reaction product. The product is: [CH3:27][C:24]([O:23][C:21]([N:18]1[CH2:17][CH2:16][C:15]2[CH:28]=[CH:29][C:12]([CH2:11][N:10]3[C:6]([C:4]([OH:5])=[O:3])=[CH:7][N:8]=[CH:9]3)=[CH:13][C:14]=2[CH2:20][CH2:19]1)=[O:22])([CH3:25])[CH3:26]. (4) The product is: [C:30]1([C@@H:29]2[C:21]3([CH2:22][CH2:23][CH2:24][CH2:25][CH2:26]3)[C@H:28]2[C:27]([O:37][CH2:38][CH3:39])=[O:36])[CH:35]=[CH:34][CH:33]=[CH:32][CH:31]=1. Given the reactants [Br-].C1([P+]([C:21]2[CH:26]=[CH:25][CH:24]=[CH:23][CH:22]=2)([C:21]2[CH:26]=[CH:25][CH:24]=[CH:23][CH:22]=2)[C:21]2[CH:26]=[CH:25][CH:24]=[CH:23][CH:22]=2)CCCCC1.[C:27]([O:37][CH2:38][CH3:39])(=[O:36])[CH:28]=[CH:29][C:30]1[CH:35]=[CH:34][CH:33]=[CH:32][CH:31]=1, predict the reaction product. (5) Given the reactants [CH2:1]=[C:2]1[C:14](=[O:15])[C:13]2[C:12]3[C:7](=[CH:8][CH:9]=[CH:10][CH:11]=3)[N:6]([CH2:16][C:17]3[CH:26]=[CH:25][C:20]([C:21]([O:23][CH3:24])=[O:22])=[CH:19][CH:18]=3)[C:5]=2[CH2:4][CH2:3]1.[NH:27]1[CH2:31][CH2:30][CH2:29][CH2:28]1, predict the reaction product. The product is: [O:15]=[C:14]1[C:13]2[C:12]3[C:7](=[CH:8][CH:9]=[CH:10][CH:11]=3)[N:6]([CH2:16][C:17]3[CH:18]=[CH:19][C:20]([C:21]([O:23][CH3:24])=[O:22])=[CH:25][CH:26]=3)[C:5]=2[CH2:4][CH2:3][CH:2]1[CH2:1][N:27]1[CH2:31][CH2:30][CH2:29][CH2:28]1. (6) Given the reactants Br[C:2]1[C:3]([C:14]2[S:15][CH:16]=[C:17]([C:19]([F:22])([F:21])[F:20])[N:18]=2)=[CH:4][C:5]([NH:8][C:9]([NH:11][CH2:12][CH3:13])=[O:10])=[N:6][CH:7]=1.CC1(C)C(C)(C)OB([C:31]2[N:32]=[C:33]([N:36]3[CH2:41][CH2:40][O:39][CH2:38][CH2:37]3)[S:34][CH:35]=2)O1.C(=O)([O-])[O-].[Na+].[Na+].CC(C1C=C(C(C)C)C(C2C=CC=CC=2P(C2CCCCC2)C2CCCCC2)=C(C(C)C)C=1)C, predict the reaction product. The product is: [CH2:12]([NH:11][C:9]([NH:8][C:5]1[CH:4]=[C:3]([C:14]2[S:15][CH:16]=[C:17]([C:19]([F:22])([F:21])[F:20])[N:18]=2)[C:2]([C:31]2[N:32]=[C:33]([N:36]3[CH2:37][CH2:38][O:39][CH2:40][CH2:41]3)[S:34][CH:35]=2)=[CH:7][N:6]=1)=[O:10])[CH3:13]. (7) Given the reactants Cl[C:2]1[N:7]=[C:6]([C:8]2[N:12]3[CH:13]=[CH:14][C:15]([C:17]([CH3:27])([O:19][Si:20]([CH2:25][CH3:26])([CH2:23][CH3:24])[CH2:21][CH3:22])[CH3:18])=[N:16][C:11]3=[N:10][CH:9]=2)[CH:5]=[CH:4][N:3]=1.[N+:28]([C:31]1[CH:32]=[C:33](B(O)O)[CH:34]=[CH:35][CH:36]=1)([O-:30])=[O:29], predict the reaction product. The product is: [CH3:18][C:17]([C:15]1[CH:14]=[CH:13][N:12]2[C:8]([C:6]3[CH:5]=[CH:4][N:3]=[C:2]([C:35]4[CH:34]=[CH:33][CH:32]=[C:31]([N+:28]([O-:30])=[O:29])[CH:36]=4)[N:7]=3)=[CH:9][N:10]=[C:11]2[N:16]=1)([O:19][Si:20]([CH2:25][CH3:26])([CH2:23][CH3:24])[CH2:21][CH3:22])[CH3:27].